From a dataset of Catalyst prediction with 721,799 reactions and 888 catalyst types from USPTO. Predict which catalyst facilitates the given reaction. (1) The catalyst class is: 9. Reactant: [Br:1][C:2]1[CH:3]=[CH:4][C:5](F)=[C:6]([C:8]2[NH:9][CH:10]=[CH:11][N:12]=2)[CH:7]=1.[H-].[Na+].[CH2:16]1[O:19][CH:17]1[CH3:18]. Product: [Br:1][C:2]1[CH:3]=[CH:4][C:5]2[O:19][CH:17]([CH3:18])[CH2:16][N:9]3[CH:10]=[CH:11][N:12]=[C:8]3[C:6]=2[CH:7]=1. (2) Reactant: [CH3:1][C:2]1[CH:3]=[C:4]([CH:25]=[C:26]([CH3:28])[CH:27]=1)[CH2:5][C:6]([NH2:24])([C:20]([F:23])([F:22])[F:21])[CH2:7][C:8]([C:11]1[CH:16]=[C:15]([F:17])[CH:14]=[CH:13][C:12]=1[O:18]C)([CH3:10])[CH3:9].B(Br)(Br)Br.CO. Product: [NH2:24][C:6]([CH2:5][C:4]1[CH:25]=[C:26]([CH3:28])[CH:27]=[C:2]([CH3:1])[CH:3]=1)([C:20]([F:23])([F:21])[F:22])[CH2:7][C:8]([C:11]1[CH:16]=[C:15]([F:17])[CH:14]=[CH:13][C:12]=1[OH:18])([CH3:10])[CH3:9]. The catalyst class is: 2. (3) Product: [Br:1][C:2]1[CH:7]=[C:6]([C:8]([CH3:10])=[CH2:9])[C:5]([F:12])=[CH:4][N:3]=1. Reactant: [Br:1][C:2]1[CH:7]=[C:6]([C:8](O)([CH3:10])[CH3:9])[C:5]([F:12])=[CH:4][N:3]=1.CS(OS(C)(=O)=O)(=O)=O.C(N(CC)CC)C. The catalyst class is: 2. (4) Reactant: Cl.[Br:2][C:3]1[CH:4]=[CH:5][C:6]([O:13][CH:14]2[CH2:18][CH2:17][CH2:16][CH2:15]2)=[C:7]([NH:9]C(=O)C)[CH:8]=1.[OH-].[Na+]. Product: [Br:2][C:3]1[CH:4]=[CH:5][C:6]([O:13][CH:14]2[CH2:18][CH2:17][CH2:16][CH2:15]2)=[C:7]([CH:8]=1)[NH2:9]. The catalyst class is: 8. (5) Product: [F:27][C:20]1[CH:21]=[CH:22][C:23]([O:25][CH3:26])=[CH:24][C:19]=1[C:10]1[CH:11]=[CH:12][C:13]([C:15]([O:17][CH3:18])=[O:16])=[CH:14][C:9]=1[CH2:8][N:1]1[CH2:6][CH2:5][CH2:4][CH2:3][CH2:2]1. Reactant: [NH:1]1[CH2:6][CH2:5][CH2:4][CH2:3][CH2:2]1.Br[CH2:8][C:9]1[CH:14]=[C:13]([C:15]([O:17][CH3:18])=[O:16])[CH:12]=[CH:11][C:10]=1[C:19]1[CH:24]=[C:23]([O:25][CH3:26])[CH:22]=[CH:21][C:20]=1[F:27].C([O-])([O-])=O.[Cs+].[Cs+].CCOC(C)=O. The catalyst class is: 16. (6) Reactant: C([Si](C(C)C)(C(C)C)[N:5]1[C:13]2[C:8](=[CH:9][C:10]([CH2:14][CH2:15][CH2:16][C:17](=O)[CH3:18])=[CH:11][CH:12]=2)[CH:7]=[CH:6]1)(C)C.[NH2:26][C:27]1[C:32]([CH:33]=O)=[CH:31][CH:30]=[CH:29][N:28]=1.N1CC[CH2:40][C@H:36]1[C:37]([OH:39])=[O:38]. Product: [CH3:18][C:17]1[C:16]([CH2:15][CH2:14][C:10]2[CH:9]=[C:8]3[C:13](=[CH:12][CH:11]=2)[N:5]([CH2:40][CH2:36][C:37]([OH:39])=[O:38])[CH:6]=[CH:7]3)=[CH:33][C:32]2[CH2:31][CH2:30][CH2:29][NH:28][C:27]=2[N:26]=1. The catalyst class is: 8. (7) Reactant: Cl[C:2]1[N:7]=[C:6]([Cl:8])[N:5]=[C:4]([N:9]2[CH2:15][C:11]3([CH2:14][O:13][CH2:12]3)[CH2:10]2)[N:3]=1.C(=O)([O-])[O-].[K+].[K+].[F:22][CH:23]([F:33])[C:24]1[NH:28][C:27]2[CH:29]=[CH:30][CH:31]=[CH:32][C:26]=2[N:25]=1. Product: [Cl:8][C:6]1[N:7]=[C:2]([N:25]2[C:26]3[CH:32]=[CH:31][CH:30]=[CH:29][C:27]=3[N:28]=[C:24]2[CH:23]([F:22])[F:33])[N:3]=[C:4]([N:9]2[CH2:15][C:11]3([CH2:14][O:13][CH2:12]3)[CH2:10]2)[N:5]=1. The catalyst class is: 3. (8) Reactant: [CH2:1]([C@@H:5]1[NH:25][C:24](=[O:26])[O:23][CH2:22][CH2:21][CH2:20][CH:19]=[CH:18][C:17]2[CH:27]=[C:13]([CH:14]=[CH:15][CH:16]=2)[CH2:12][O:11][C@H:10]2[CH2:28][N:7]([C@H:8]([C:29]([O:31]C)=[O:30])[CH2:9]2)[C:6]1=[O:33])[CH2:2][CH2:3][CH3:4].[Li+].[OH-].Cl. Product: [CH2:1]([C@@H:5]1[NH:25][C:24](=[O:26])[O:23][CH2:22][CH2:21][CH2:20][CH:19]=[CH:18][C:17]2[CH:27]=[C:13]([CH:14]=[CH:15][CH:16]=2)[CH2:12][O:11][C@H:10]2[CH2:28][N:7]([C@H:8]([C:29]([OH:31])=[O:30])[CH2:9]2)[C:6]1=[O:33])[CH2:2][CH2:3][CH3:4]. The catalyst class is: 36.